This data is from Full USPTO retrosynthesis dataset with 1.9M reactions from patents (1976-2016). The task is: Predict the reactants needed to synthesize the given product. (1) Given the product [Cl:1][C:2]1[N:7]=[C:6]([Cl:8])[C:5]([C:9]([NH:15][C:14]2[C:16]([CH3:20])=[CH:17][CH:18]=[CH:19][C:13]=2[CH3:12])=[O:10])=[CH:4][N:3]=1, predict the reactants needed to synthesize it. The reactants are: [Cl:1][C:2]1[N:7]=[C:6]([Cl:8])[C:5]([C:9](Cl)=[O:10])=[CH:4][N:3]=1.[CH3:12][C:13]1[CH:19]=[CH:18][CH:17]=[C:16]([CH3:20])[C:14]=1[NH2:15]. (2) Given the product [C:21]([Si:18]([CH3:20])([CH3:19])[O:4][CH2:3][C:2]([CH3:1])([C:6]1[CH:7]=[CH:8][C:9]([CH3:12])=[CH:10][CH:11]=1)[CH3:5])([CH3:24])([CH3:23])[CH3:22], predict the reactants needed to synthesize it. The reactants are: [CH3:1][C:2]([C:6]1[CH:11]=[CH:10][C:9]([CH3:12])=[CH:8][CH:7]=1)([CH3:5])[CH2:3][OH:4].N1C=CN=C1.[Si:18](Cl)([C:21]([CH3:24])([CH3:23])[CH3:22])([CH3:20])[CH3:19].O. (3) The reactants are: C[O:2][C:3]([CH:5]1[NH:24][C:23](=[O:25])[N:22]2[CH:18]([CH2:19][CH:20]([O:26][C:27]3[C:36]4[C:31](=[CH:32][C:33]([O:37][CH3:38])=[CH:34][CH:35]=4)[N:30]=[C:29]([C:39]4[CH:44]=[CH:43][CH:42]=[CH:41][CH:40]=4)[CH:28]=3)[CH2:21]2)[C:17](=[O:45])[NH:16][C:15]2(C(OCC)=O)[CH:13]([CH2:14]2)[CH:12]=[CH:11][CH2:10][CH2:9][CH2:8][CH2:7][CH2:6]1)=[O:4].[OH-:51].[Li+].[C:53]([OH:56])(=O)C.[C:57]1(C)C=CC=C[CH:58]=1. Given the product [CH2:57]([O:51][C:53]([N:16]1[CH:15]2[CH:13]([CH2:14]2)[CH:12]=[CH:11][CH2:10][CH2:9][CH2:8][CH2:7][CH2:6][CH:5]([C:3]([OH:2])=[O:4])[NH:24][C:23](=[O:25])[N:22]2[CH:18]([CH2:19][CH:20]([O:26][C:27]3[C:36]4[C:31](=[CH:32][C:33]([O:37][CH3:38])=[CH:34][CH:35]=4)[N:30]=[C:29]([C:39]4[CH:44]=[CH:43][CH:42]=[CH:41][CH:40]=4)[CH:28]=3)[CH2:21]2)[C:17]1=[O:45])=[O:56])[CH3:58], predict the reactants needed to synthesize it. (4) Given the product [CH2:1]([O:3][C:4]([C:6]1[O:7][C:8]2[CH:15]=[CH:14][CH:13]=[C:12]([C:24]#[C:25][CH3:26])[C:9]=2[C:10]=1[CH3:11])=[O:5])[CH3:2], predict the reactants needed to synthesize it. The reactants are: [CH2:1]([O:3][C:4]([C:6]1[O:7][C:8]2[CH:15]=[CH:14][CH:13]=[C:12](OS(C(F)(F)F)(=O)=O)[C:9]=2[C:10]=1[CH3:11])=[O:5])[CH3:2].[CH2:24]([Sn](CCCC)(CCCC)C#CC)[CH2:25][CH2:26]C.C(OCC)(=O)C.CCCCCC.